This data is from Full USPTO retrosynthesis dataset with 1.9M reactions from patents (1976-2016). The task is: Predict the reactants needed to synthesize the given product. (1) Given the product [F:39][C:36]1([F:38])[CH2:35][N:34]([S:31]([C:26]2[CH:27]=[CH:28][CH:29]=[CH:30][C:25]=2[C:6]2[CH:5]=[CH:4][C:3]([C:17]3[N:18]=[CH:19][C:20]([NH2:23])=[N:21][CH:22]=3)=[C:2]([F:1])[CH:7]=2)(=[O:33])=[O:32])[CH2:37]1, predict the reactants needed to synthesize it. The reactants are: [F:1][C:2]1[CH:7]=[C:6](B2OC(C)(C)C(C)(C)O2)[CH:5]=[CH:4][C:3]=1[C:17]1[N:18]=[CH:19][C:20]([NH2:23])=[N:21][CH:22]=1.Br[C:25]1[CH:30]=[CH:29][CH:28]=[CH:27][C:26]=1[S:31]([N:34]1[CH2:37][C:36]([F:39])([F:38])[CH2:35]1)(=[O:33])=[O:32]. (2) Given the product [OH:37][CH2:36][CH2:35][CH2:34][CH2:33][NH:32][C:26]([CH2:25][NH:24][C:22](=[O:23])[C:21]1[CH:29]=[CH:30][C:18]([S:15](=[O:16])(=[O:17])[NH:14][C:9]2[CH:10]=[CH:11][CH:12]=[CH:13][C:8]=2[O:1][C:2]2[CH:3]=[CH:4][CH:5]=[CH:6][CH:7]=2)=[CH:19][CH:20]=1)=[O:27], predict the reactants needed to synthesize it. The reactants are: [O:1]([C:8]1[CH:13]=[CH:12][CH:11]=[CH:10][C:9]=1[NH:14][S:15]([C:18]1[CH:30]=[CH:29][C:21]([C:22]([NH:24][CH2:25][C:26](O)=[O:27])=[O:23])=[CH:20][CH:19]=1)(=[O:17])=[O:16])[C:2]1[CH:7]=[CH:6][CH:5]=[CH:4][CH:3]=1.Cl.[NH2:32][CH2:33][CH2:34][CH2:35][CH2:36][OH:37]. (3) Given the product [Cl:1][C:2]1[CH:7]=[C:6]([O:8][C:9]2[C:14]([F:15])=[CH:13][C:12]([CH2:16][O:17][C:20]3[CH:21]=[C:22]4[N:29]([CH3:30])[C:28]([CH3:32])([CH3:31])[CH2:27][N:23]4[C:24](=[O:26])[N:25]=3)=[CH:11][C:10]=2[F:18])[CH:5]=[CH:4][N:3]=1, predict the reactants needed to synthesize it. The reactants are: [Cl:1][C:2]1[CH:7]=[C:6]([O:8][C:9]2[C:14]([F:15])=[CH:13][C:12]([CH2:16][OH:17])=[CH:11][C:10]=2[F:18])[CH:5]=[CH:4][N:3]=1.Cl[C:20]1[CH:21]=[C:22]2[N:29]([CH3:30])[C:28]([CH3:32])([CH3:31])[CH2:27][N:23]2[C:24](=[O:26])[N:25]=1. (4) Given the product [Cl:2][C:3]1[CH:22]=[C:21]([Cl:23])[CH:20]=[CH:19][C:4]=1[CH2:5][NH:6][C@H:7]1[CH2:11][CH2:10][N:9]([C:12]2[CH:17]=[CH:16][C:15]([CH:24]=[CH2:25])=[CH:14][N:13]=2)[CH2:8]1, predict the reactants needed to synthesize it. The reactants are: Cl.[Cl:2][C:3]1[CH:22]=[C:21]([Cl:23])[CH:20]=[CH:19][C:4]=1[CH2:5][NH:6][C@H:7]1[CH2:11][CH2:10][N:9]([C:12]2[CH:17]=[CH:16][C:15](I)=[CH:14][N:13]=2)[CH2:8]1.[CH2:24]([Sn](CCCC)(CCCC)C=C)[CH2:25]CC. (5) Given the product [ClH:1].[O:32]1[C:37]2=[CH:38][N:39]=[C:40]([CH2:42][NH:3][CH:4]3[CH2:9][CH2:8][N:7]([CH2:10][C@H:11]4[N:21]5[C:22]6[N:13]([C:14](=[O:24])[CH:15]=[N:16][C:17]=6[CH:18]=[CH:19][C:20]5=[O:23])[CH2:12]4)[CH2:6][CH2:5]3)[CH:41]=[C:36]2[CH2:35][CH2:34][CH2:33]1, predict the reactants needed to synthesize it. The reactants are: [ClH:1].Cl.[NH2:3][CH:4]1[CH2:9][CH2:8][N:7]([CH2:10][C@H:11]2[N:21]3[C:22]4[N:13]([C:14](=[O:24])[CH:15]=[N:16][C:17]=4[CH:18]=[CH:19][C:20]3=[O:23])[CH2:12]2)[CH2:6][CH2:5]1.C(N(CC)CC)C.[O:32]1[C:37]2=[CH:38][N:39]=[C:40]([CH:42]=O)[CH:41]=[C:36]2[CH2:35][CH2:34][CH2:33]1.C(O[BH-](OC(=O)C)OC(=O)C)(=O)C.[Na+].C(=O)(O)[O-].[Na+]. (6) The reactants are: [C:1](Cl)(=[O:5])[CH:2]([CH3:4])[CH3:3].[NH2:7][C:8]1[CH:13]=[CH:12][C:11]([N:14]2[C:23](=[O:24])[C:22]3[C:17](=[CH:18][CH:19]=[CH:20][CH:21]=3)[N:16]=[C:15]2[C:25]2[CH:30]=[C:29]([CH3:31])[C:28]([O:32][CH2:33][CH2:34][OH:35])=[C:27]([CH3:36])[CH:26]=2)=[CH:10][CH:9]=1. Given the product [OH:35][CH2:34][CH2:33][O:32][C:28]1[C:27]([CH3:36])=[CH:26][C:25]([C:15]2[N:14]([C:11]3[CH:12]=[CH:13][C:8]([NH:7][C:1](=[O:5])[CH:2]([CH3:4])[CH3:3])=[CH:9][CH:10]=3)[C:23](=[O:24])[C:22]3[C:17](=[CH:18][CH:19]=[CH:20][CH:21]=3)[N:16]=2)=[CH:30][C:29]=1[CH3:31], predict the reactants needed to synthesize it. (7) Given the product [O:1]=[C:2]([N:30]1[CH2:34][CH2:33][CH2:32][CH2:31]1)[CH2:3][C:4]1[NH:8][C:7]2[CH:9]=[C:10]([NH:17][C:18]([C:20]3[CH:25]=[CH:24][CH:23]=[CH:22][C:21]=3[C:26]([F:28])([F:29])[F:27])=[O:19])[CH:11]=[C:12]([C:13]([OH:15])=[O:14])[C:6]=2[N:5]=1, predict the reactants needed to synthesize it. The reactants are: [O:1]=[C:2]([N:30]1[CH2:34][CH2:33][CH2:32][CH2:31]1)[CH2:3][C:4]1[NH:8][C:7]2[CH:9]=[C:10]([NH:17][C:18]([C:20]3[CH:25]=[CH:24][CH:23]=[CH:22][C:21]=3[C:26]([F:29])([F:28])[F:27])=[O:19])[CH:11]=[C:12]([C:13]([O:15]C)=[O:14])[C:6]=2[N:5]=1.O.[OH-].[Li+].